From a dataset of Full USPTO retrosynthesis dataset with 1.9M reactions from patents (1976-2016). Predict the reactants needed to synthesize the given product. (1) Given the product [Cl:17][C:15]1[CH:14]=[CH:13][C:9]([C:10]([OH:12])=[O:11])=[C:8]([NH:7][S:25]([C:22]2[CH:23]=[CH:24][C:19]([Cl:18])=[C:20]([C:29]([F:32])([F:30])[F:31])[CH:21]=2)(=[O:27])=[O:26])[CH:16]=1, predict the reactants needed to synthesize it. The reactants are: C([O-])([O-])=O.[Na+].[Na+].[NH2:7][C:8]1[CH:16]=[C:15]([Cl:17])[CH:14]=[CH:13][C:9]=1[C:10]([OH:12])=[O:11].[Cl:18][C:19]1[CH:24]=[CH:23][C:22]([S:25](Cl)(=[O:27])=[O:26])=[CH:21][C:20]=1[C:29]([F:32])([F:31])[F:30].Cl. (2) Given the product [CH3:24][O:25][C:26](=[O:36])[C:27]1[C:28]([CH3:35])=[C:29]([NH2:34])[CH:30]=[C:31]([N:33]2[C:11]([CH3:12])=[CH:10][CH:9]=[C:8]2[C:6]2[CH:7]=[C:2]([CH3:1])[CH:3]=[CH:4][C:5]=2[O:15][CH2:16][C:17]2[CH:22]=[CH:21][C:20]([F:23])=[CH:19][CH:18]=2)[CH:32]=1, predict the reactants needed to synthesize it. The reactants are: [CH3:1][C:2]1[CH:3]=[CH:4][C:5]([O:15][CH2:16][C:17]2[CH:22]=[CH:21][C:20]([F:23])=[CH:19][CH:18]=2)=[C:6]([C:8](=O)[CH2:9][CH2:10][C:11](=O)[CH3:12])[CH:7]=1.[CH3:24][O:25][C:26](=[O:36])[C:27]1[CH:32]=[C:31]([NH2:33])[CH:30]=[C:29]([NH2:34])[C:28]=1[CH3:35].CC1C=CC(S(O)(=O)=O)=CC=1. (3) Given the product [NH2:16][C@H:11]1[CH2:12][CH2:13][CH2:14][CH2:15][C@H:10]1[NH:9][C:6]1[CH:5]=[C:4]([NH:24][C:25]2[CH:34]=[CH:33][C:32]3[C:31]([CH3:35])=[CH:30][CH2:29][CH2:28][C:27]=3[N:26]=2)[C:3]([C:1]#[N:2])=[N:8][CH:7]=1, predict the reactants needed to synthesize it. The reactants are: [C:1]([C:3]1[N:8]=[CH:7][C:6]([NH:9][C@@H:10]2[CH2:15][CH2:14][CH2:13][CH2:12][C@@H:11]2[NH:16]C(=O)OC(C)(C)C)=[CH:5][C:4]=1[NH:24][C:25]1[CH:34]=[CH:33][C:32]2[C:31](O)([CH3:35])[CH2:30][CH2:29][CH2:28][C:27]=2[N:26]=1)#[N:2].FC(F)(F)C(O)=O. (4) Given the product [Cl:2][C:3]1[N:8]=[C:7]([CH3:9])[C:6]([CH2:10][N:19]([CH3:18])[C@@H:20]2[C:29]3[C:24](=[CH:25][CH:26]=[CH:27][CH:28]=3)[CH2:23][CH2:22][CH2:21]2)=[C:5]([O:12][CH:13]2[CH2:17][CH2:16][CH2:15][CH2:14]2)[CH:4]=1, predict the reactants needed to synthesize it. The reactants are: Cl.[Cl:2][C:3]1[N:8]=[C:7]([CH3:9])[C:6]([CH2:10]Cl)=[C:5]([O:12][CH:13]2[CH2:17][CH2:16][CH2:15][CH2:14]2)[CH:4]=1.[CH3:18][NH:19][C@@H:20]1[C:29]2[C:24](=[CH:25][CH:26]=[CH:27][CH:28]=2)[CH2:23][CH2:22][CH2:21]1.C(N(CC)C(C)C)(C)C. (5) Given the product [CH3:29][N:28]([CH3:30])[C:26]([C:25]1[CH:31]=[CH:32][C:33]([O:7][C:8]2[C:16]3[CH:15]=[C:14]([CH3:17])[S:13][C:12]=3[CH:11]=[C:10]([C:18]([NH:36][C:37]3[CH:42]=[CH:41][C:40]([CH3:43])=[CH:39][N:38]=3)=[O:20])[CH:9]=2)=[CH:34][C:24]=1[F:23])=[O:27], predict the reactants needed to synthesize it. The reactants are: C([O-])([O-])=O.[Cs+].[Cs+].[OH:7][C:8]1[C:16]2[CH:15]=[C:14]([CH3:17])[S:13][C:12]=2[CH:11]=[C:10]([C:18]([O:20]CC)=O)[CH:9]=1.[F:23][C:24]1[CH:34]=[C:33](F)[CH:32]=[CH:31][C:25]=1[C:26]([N:28]([CH3:30])[CH3:29])=[O:27].[NH2:36][C:37]1[CH:42]=[CH:41][C:40]([CH3:43])=[CH:39][N:38]=1.CN(C(ON1N=NC2C=CC=NC1=2)=[N+](C)C)C.F[P-](F)(F)(F)(F)F. (6) Given the product [CH2:1]([O:3][C:4]([CH:5]1[C:6]([CH:7]=[O:8])=[CH:34][C:35]2[C:23](=[CH:24][CH:25]=[CH:26][C:28]=2[Cl:27])[O:11]1)=[O:9])[CH3:2], predict the reactants needed to synthesize it. The reactants are: [CH2:1]([O:3][C:4](=[O:9])/[CH:5]=[CH:6]/[CH:7]=[O:8])[CH3:2].[N+](C1C=CC=CC=1C(O)=O)([O-])=[O:11].N1[CH2:26][CH2:25][CH2:24][CH2:23]1.[Cl:27][C:28]1C(O)=C(C=[CH:34][CH:35]=1)C=O. (7) The reactants are: [C:1]([OH:20])(=O)[CH2:2][CH2:3][CH2:4][CH2:5][CH2:6][CH2:7][CH2:8]/[CH:9]=[CH:10]\[CH2:11][CH2:12][CH2:13][CH2:14][CH2:15][CH2:16][CH2:17][CH3:18].[NH2:21][C:22]1[CH:27]=[CH:26][N:25]=[CH:24][CH:23]=1.C1CCC(N=C=NC2CCCCC2)CC1. Given the product [N:25]1[CH:26]=[CH:27][C:22]([NH:21][C:1](=[O:20])[CH2:2][CH2:3][CH2:4][CH2:5][CH2:6][CH2:7][CH2:8]/[CH:9]=[CH:10]\[CH2:11][CH2:12][CH2:13][CH2:14][CH2:15][CH2:16][CH2:17][CH3:18])=[CH:23][CH:24]=1, predict the reactants needed to synthesize it. (8) The reactants are: [CH2:1]([O:3][C:4]([C:6]1[N:10]([CH2:11][C:12]2[CH:17]=[CH:16][CH:15]=[C:14]([Cl:18])[CH:13]=2)[C:9]2[CH:19]=[C:20](Br)[S:21][C:8]=2[C:7]=1I)=[O:5])[CH3:2].[C:24]([C:28]1[CH:33]=[CH:32][C:31](B(O)O)=[CH:30][CH:29]=1)([CH3:27])([CH3:26])[CH3:25]. Given the product [CH2:1]([O:3][C:4]([C:6]1[N:10]([CH2:11][C:12]2[CH:17]=[CH:16][CH:15]=[C:14]([Cl:18])[CH:13]=2)[C:9]2[CH:19]=[C:20]([C:31]3[CH:32]=[CH:33][C:28]([C:24]([CH3:27])([CH3:26])[CH3:25])=[CH:29][CH:30]=3)[S:21][C:8]=2[C:7]=1[C:31]1[CH:32]=[CH:33][C:28]([C:24]([CH3:27])([CH3:26])[CH3:25])=[CH:29][CH:30]=1)=[O:5])[CH3:2], predict the reactants needed to synthesize it.